This data is from Reaction yield outcomes from USPTO patents with 853,638 reactions. The task is: Predict the reaction yield, written as a fraction of the theoretical maximum amount of product (1.0 means a 100% yield; for example, 0.34 means a 34% yield). (1) The reactants are [N:1]1([C:12]([O:14][CH2:15][C:16]2[CH:21]=[CH:20][CH:19]=[CH:18][CH:17]=2)=[O:13])[CH2:6][CH2:5][CH2:4][CH:3]([C:7]([O:9][CH2:10][CH3:11])=[O:8])[CH2:2]1.C[Si]([N-][Si](C)(C)C)(C)C.[Na+].Br[CH2:33][CH:34]=[C:35]([CH3:37])[CH3:36]. The catalyst is C1COCC1. The product is [CH3:36][C:35]([CH3:37])=[CH:34][CH2:33][C:3]1([C:7]([O:9][CH2:10][CH3:11])=[O:8])[CH2:4][CH2:5][CH2:6][N:1]([C:12]([O:14][CH2:15][C:16]2[CH:21]=[CH:20][CH:19]=[CH:18][CH:17]=2)=[O:13])[CH2:2]1. The yield is 0.940. (2) The reactants are [Cl:1][C:2]1[C:7]([CH3:8])=[C:6]([NH:9][C:10]2[CH:15]=[CH:14][C:13]([O:16][CH2:17][CH3:18])=[C:12]([N+:19]([O-:21])=[O:20])[CH:11]=2)[N:5]2[N:22]=[CH:23][CH:24]=[C:4]2[N:3]=1.[CH3:25][C:26]([O:29][C:30](O[C:30]([O:29][C:26]([CH3:28])([CH3:27])[CH3:25])=[O:31])=[O:31])([CH3:28])[CH3:27]. The catalyst is O1CCOCC1.CN(C1C=CN=CC=1)C. The product is [Cl:1][C:2]1[C:7]([CH3:8])=[C:6]([N:9]([C:10]2[CH:15]=[CH:14][C:13]([O:16][CH2:17][CH3:18])=[C:12]([N+:19]([O-:21])=[O:20])[CH:11]=2)[C:30](=[O:31])[O:29][C:26]([CH3:28])([CH3:27])[CH3:25])[N:5]2[N:22]=[CH:23][CH:24]=[C:4]2[N:3]=1. The yield is 0.440. (3) The reactants are [CH3:1][O-:2].[Na+].[Na].F[C:6]1[CH:11]=[CH:10][C:9]([N+:12]([O-:14])=[O:13])=[C:8]([CH2:15][C:16]([O:20]C)(OC)[CH3:17])[C:7]=1[F:22]. The catalyst is CO. The product is [C:16]([CH2:15][C:8]1[C:7]([F:22])=[C:6]([O:2][CH3:1])[CH:11]=[CH:10][C:9]=1[N+:12]([O-:14])=[O:13])(=[O:20])[CH3:17]. The yield is 0.900. (4) The reactants are [C:1]([O:7][CH2:8][CH3:9])(=[O:6])[CH2:2][C:3]([CH3:5])=O.[F:10][C:11]1[CH:12]=[C:13]([CH:16]=[CH:17][CH:18]=1)[CH:14]=O.[NH4+:19].[OH-:20]. The catalyst is CCO.C(Cl)Cl. The product is [F:10][C:11]1[CH:12]=[C:13]([CH:14]2[C:2]([C:1]([O:7][CH2:8][CH3:9])=[O:6])=[C:3]([CH3:5])[NH:19][C:3]([CH3:5])=[C:2]2[C:1]([O:7][CH2:8][CH3:9])=[O:20])[CH:16]=[CH:17][CH:18]=1. The yield is 0.700. (5) The reactants are [CH:1]([C:4]1[N:5]=[C:6]([C:32]2[CH:37]=[CH:36][C:35]([C:38]([F:41])([F:40])[F:39])=[CH:34][CH:33]=2)[S:7][C:8]=1[CH2:9][CH2:10][C:11]([C:13]1[CH:18]=[CH:17][C:16]([NH:19][S:20]([C:23]2[CH:28]=[CH:27][CH:26]=[CH:25][C:24]=2[N+:29]([O-:31])=[O:30])(=[O:22])=[O:21])=[CH:15][CH:14]=1)=[O:12])([CH3:3])[CH3:2].IC.[C:44](=O)([O-])[O-].[K+].[K+].Cl. The catalyst is CN(C)C=O. The product is [CH:1]([C:4]1[N:5]=[C:6]([C:32]2[CH:33]=[CH:34][C:35]([C:38]([F:41])([F:39])[F:40])=[CH:36][CH:37]=2)[S:7][C:8]=1[CH2:9][CH2:10][C:11]([C:13]1[CH:18]=[CH:17][C:16]([N:19]([CH3:44])[S:20]([C:23]2[CH:28]=[CH:27][CH:26]=[CH:25][C:24]=2[N+:29]([O-:31])=[O:30])(=[O:21])=[O:22])=[CH:15][CH:14]=1)=[O:12])([CH3:3])[CH3:2]. The yield is 0.850. (6) The reactants are FC(F)(F)S(O[C:7]1[CH:16]=[CH:15][C:14]2[C:9](=[C:10]([Cl:17])[CH:11]=[CH:12][N:13]=2)[N:8]=1)(=O)=O.CC1(C)C(C)(C)OB([C:28]2[CH:29]=[C:30]([S:34]([NH2:37])(=[O:36])=[O:35])[CH:31]=[N:32][CH:33]=2)O1. The catalyst is C(=O)(O)[O-].[Na+].O1CCOCC1.O.C(OCC)(=O)C.C1C=CC([PH+]([C]2[CH][CH][CH][CH]2)C2C=CC=CC=2)=CC=1.C1C=CC([PH+]([C]2[CH][CH][CH][CH]2)C2C=CC=CC=2)=CC=1.C(Cl)Cl.Cl[Pd]Cl.[Fe]. The product is [Cl:17][C:10]1[CH:11]=[CH:12][N:13]=[C:14]2[C:9]=1[N:8]=[C:7]([C:28]1[CH:29]=[C:30]([S:34]([NH2:37])(=[O:36])=[O:35])[CH:31]=[N:32][CH:33]=1)[CH:16]=[CH:15]2. The yield is 0.230. (7) The reactants are [NH2:1][C:2]1[CH:7]=[CH:6][C:5]([O:8][CH3:9])=[CH:4][N:3]=1.[NH2:10][C:11]1[CH:16]=[CH:15][C:14](I)=[CH:13][N:12]=1.C[O-].[Na+]. The catalyst is CO.[Cu]. The product is [CH3:9][O:8][C:5]1[CH:6]=[CH:7][C:2]([NH:1][C:13]2[C:14]3[C:15](=[CH:4][CH:5]=[CH:6][CH:7]=3)[N:10]=[C:11]([CH3:16])[N:12]=2)=[N:3][CH:4]=1. The yield is 0.310.